This data is from Catalyst prediction with 721,799 reactions and 888 catalyst types from USPTO. The task is: Predict which catalyst facilitates the given reaction. Reactant: [SH:1]CCC(OCC)=O.C(=O)([O-])[O-].[K+].[K+].[Cl:15][C:16]1[CH:17]=[CH:18][C:19]2[N:25]([CH2:26][C:27]([CH3:30])([CH3:29])[CH3:28])[C:24](=[O:31])[C@@H:23]([CH2:32][C:33]3[N:37]=[C:36](Cl)[S:35][N:34]=3)[O:22][C@H:21]([C:39]3[CH:44]=[CH:43][CH:42]=[C:41]([O:45][CH3:46])[C:40]=3[O:47][CH3:48])[C:20]=2[CH:49]=1.[OH-].[Na+].Br[C:53]([CH3:60])([CH3:59])[C:54]([O:56][CH2:57][CH3:58])=[O:55]. Product: [Cl:15][C:16]1[CH:17]=[CH:18][C:19]2[N:25]([CH2:26][C:27]([CH3:30])([CH3:28])[CH3:29])[C:24](=[O:31])[C@@H:23]([CH2:32][C:33]3[N:37]=[C:36]([S:1][C:53]([CH3:60])([CH3:59])[C:54]([O:56][CH2:57][CH3:58])=[O:55])[S:35][N:34]=3)[O:22][C@H:21]([C:39]3[CH:44]=[CH:43][CH:42]=[C:41]([O:45][CH3:46])[C:40]=3[O:47][CH3:48])[C:20]=2[CH:49]=1. The catalyst class is: 1.